This data is from Forward reaction prediction with 1.9M reactions from USPTO patents (1976-2016). The task is: Predict the product of the given reaction. (1) Given the reactants [CH2:1]([O:3][C:4](=[O:24])[CH2:5][C:6]1([CH2:21][CH2:22][CH3:23])[C:11]2[NH:12][C:13]3[C:18]([C:10]=2[CH2:9][CH2:8][O:7]1)=[C:17](Br)[CH:16]=[CH:15][C:14]=3[CH3:20])[CH3:2].[C:25]([Cu])#[N:26], predict the reaction product. The product is: [CH2:1]([O:3][C:4](=[O:24])[CH2:5][C:6]1([CH2:21][CH2:22][CH3:23])[C:11]2[NH:12][C:13]3[C:18]([C:10]=2[CH2:9][CH2:8][O:7]1)=[C:17]([C:25]#[N:26])[CH:16]=[CH:15][C:14]=3[CH3:20])[CH3:2]. (2) Given the reactants [C:1]1([S:7](Cl)(=[O:9])=[O:8])[CH:6]=[CH:5][CH:4]=[CH:3][CH:2]=1.[NH2:11][C:12]1[CH:13]=[C:14]([C:18]2[N:22]([CH3:23])[N:21]=[C:20]([NH:24][C:25](=[O:27])[CH3:26])[CH:19]=2)[CH:15]=[N:16][CH:17]=1, predict the reaction product. The product is: [C:1]1([S:7]([NH:11][C:12]2[CH:13]=[C:14]([C:18]3[N:22]([CH3:23])[N:21]=[C:20]([NH:24][C:25](=[O:27])[CH3:26])[CH:19]=3)[CH:15]=[N:16][CH:17]=2)(=[O:9])=[O:8])[CH:6]=[CH:5][CH:4]=[CH:3][CH:2]=1. (3) The product is: [ClH:21].[C:13]([C:15]1[C:20]([Cl:21])=[CH:19][CH:18]=[CH:17][C:16]=1[O:8][CH:6]1[CH2:7][N:2]([CH3:1])[CH2:3][C:4]2[O:11][CH:10]=[CH:9][C:5]1=2)(=[O:14])[CH3:12]. Given the reactants [CH3:1][N:2]1[CH2:7][CH:6]([OH:8])[C:5]2[CH:9]=[CH:10][O:11][C:4]=2[CH2:3]1.[CH3:12][C:13]([C:15]1[C:20]([Cl:21])=[CH:19][CH:18]=[CH:17][C:16]=1F)=[O:14], predict the reaction product. (4) Given the reactants C1(C)C=CC=CC=1P(C1C=CC=CC=1C)C1C=CC=CC=1C.C(=O)([O-])[O-].[K+].[K+].[CH3:29][N:30]1[CH:34]=[C:33]([C:35]2[S:36][CH:37]=[CH:38][N:39]=2)[CH:32]=[N:31]1.Br[C:41]1[N:46]=[C:45]([C:47]2[N:52]=[CH:51][CH:50]=[CH:49][N:48]=2)[CH:44]=[CH:43][CH:42]=1, predict the reaction product. The product is: [CH3:29][N:30]1[CH:34]=[C:33]([C:35]2[S:36][C:37]([C:41]3[N:46]=[C:45]([C:47]4[N:48]=[CH:49][CH:50]=[CH:51][N:52]=4)[CH:44]=[CH:43][CH:42]=3)=[CH:38][N:39]=2)[CH:32]=[N:31]1. (5) Given the reactants [Cl:1][C:2]1[CH:3]=[C:4]([C:19]2[CH:24]=[CH:23][C:22]([F:25])=[CH:21][CH:20]=2)[CH:5]=[CH:6][C:7]=1[C:8]([NH:10][NH:11]C(OC(C)(C)C)=O)=[O:9].Cl.C(OCC)(=O)C.C(=O)([O-])O.[Na+], predict the reaction product. The product is: [Cl:1][C:2]1[CH:3]=[C:4]([C:19]2[CH:24]=[CH:23][C:22]([F:25])=[CH:21][CH:20]=2)[CH:5]=[CH:6][C:7]=1[C:8]([NH:10][NH2:11])=[O:9]. (6) The product is: [CH2:1]([O:8][CH:9]1[CH2:14][CH2:13][CH2:12][CH:11]([O:15][C:20]2[C:21]([F:23])=[CH:22][C:17]([Br:16])=[CH:18][C:19]=2[F:25])[CH2:10]1)[C:2]1[CH:7]=[CH:6][CH:5]=[CH:4][CH:3]=1. Given the reactants [CH2:1]([O:8][CH:9]1[CH2:14][CH2:13][CH2:12][CH:11]([OH:15])[CH2:10]1)[C:2]1[CH:7]=[CH:6][CH:5]=[CH:4][CH:3]=1.[Br:16][C:17]1[CH:22]=[C:21]([F:23])[C:20](O)=[C:19]([F:25])[CH:18]=1.C1(P(C2C=CC=CC=2)C2C=CC=CC=2)C=CC=CC=1.C(N(CC)CC)C.N(C(OCC)=O)=NC(OCC)=O, predict the reaction product. (7) The product is: [CH3:14][C:15]1[N:20]=[CH:19][C:18]([C:2]2[CH:3]=[CH:4][C:5]3[N:11]4[CH2:12][C@H:8]([CH2:9][CH2:10]4)[NH:7][C:6]=3[N:13]=2)=[CH:17][CH:16]=1. Given the reactants Cl[C:2]1[CH:3]=[CH:4][C:5]2[N:11]3[CH2:12][C@H:8]([CH2:9][CH2:10]3)[NH:7][C:6]=2[N:13]=1.[CH3:14][C:15]1[N:20]=[CH:19][C:18](B(O)O)=[CH:17][CH:16]=1.[O-]P([O-])([O-])=O.[K+].[K+].[K+].CC(C1C=C(C(C)C)C(C2C=CC=CC=2P(C2CCCCC2)C2CCCCC2)=C(C(C)C)C=1)C, predict the reaction product. (8) Given the reactants [Br:1][C:2]1[N:7]=[C:6]([C:8]2[S:12][CH:11]=[N:10][CH:9]=2)[CH:5]=[CH:4][CH:3]=1.C([N-]C(C)C)(C)C.[Li+].[CH3:21][C:22]1([CH3:33])[CH2:27][C:26](=[O:28])[CH2:25][CH2:24][CH:23]1[C:29]([O:31][CH3:32])=[O:30], predict the reaction product. The product is: [Br:1][C:2]1[N:7]=[C:6]([C:8]2[S:12][C:11]([C:26]3([OH:28])[CH2:25][CH2:24][CH:23]([C:29]([O:31][CH3:32])=[O:30])[C:22]([CH3:21])([CH3:33])[CH2:27]3)=[N:10][CH:9]=2)[CH:5]=[CH:4][CH:3]=1. (9) Given the reactants [CH2:1]([O:8][C:9]1[CH:10]=[C:11]2[C:15](=[CH:16][CH:17]=1)[N:14]([CH2:18][C:19]([OH:21])=[O:20])[CH:13]=[CH:12]2)[C:2]1[CH:7]=[CH:6][CH:5]=[CH:4][CH:3]=1.[Cl:22][C:23]1[CH:24]=[N+:25]([O-:48])[CH:26]=[C:27]([Cl:47])[C:28]=1[CH2:29][C@@H:30]([C:32]1[CH:37]=[CH:36][C:35]([O:38][CH:39]([F:41])[F:40])=[C:34]([O:42][CH2:43][CH:44]2[CH2:46][CH2:45]2)[CH:33]=1)O.C(Cl)CCl, predict the reaction product. The product is: [CH2:1]([O:8][C:9]1[CH:10]=[C:11]2[C:15](=[CH:16][CH:17]=1)[N:14]([CH2:18][C:19]([O:21][C@H:30]([C:32]1[CH:37]=[CH:36][C:35]([O:38][CH:39]([F:40])[F:41])=[C:34]([O:42][CH2:43][CH:44]3[CH2:45][CH2:46]3)[CH:33]=1)[CH2:29][C:28]1[C:27]([Cl:47])=[CH:26][N+:25]([O-:48])=[CH:24][C:23]=1[Cl:22])=[O:20])[CH:13]=[CH:12]2)[C:2]1[CH:7]=[CH:6][CH:5]=[CH:4][CH:3]=1.